From a dataset of Catalyst prediction with 721,799 reactions and 888 catalyst types from USPTO. Predict which catalyst facilitates the given reaction. (1) Reactant: [N:1]1[C:8]([Cl:9])=[N:7][C:5]([Cl:6])=[N:4][C:2]=1Cl.[Cl:10][C:11]1[CH:12]=[C:13]([NH2:18])[CH:14]=[CH:15][C:16]=1[F:17].CCN(CC)CC. Product: [Cl:10][C:11]1[CH:12]=[C:13]([NH:18][C:2]2[N:1]=[C:8]([Cl:9])[N:7]=[C:5]([Cl:6])[N:4]=2)[CH:14]=[CH:15][C:16]=1[F:17]. The catalyst class is: 20. (2) Reactant: [Cl:1][C:2]1[CH:7]=[C:6]([F:8])[CH:5]=[CH:4][C:3]=1[C:9]1[C:10]([CH3:25])=[N:11][N:12]([CH3:24])[C:13]=1[CH:14]([C:16]1[CH:21]=[CH:20][C:19]([F:22])=[CH:18][C:17]=1[F:23])[OH:15].[Cr](O[Cr]([O-])(=O)=O)([O-])(=O)=O.[NH+]1C=CC=CC=1.[NH+]1C=CC=CC=1. Product: [Cl:1][C:2]1[CH:7]=[C:6]([F:8])[CH:5]=[CH:4][C:3]=1[C:9]1[C:10]([CH3:25])=[N:11][N:12]([CH3:24])[C:13]=1[C:14]([C:16]1[CH:21]=[CH:20][C:19]([F:22])=[CH:18][C:17]=1[F:23])=[O:15]. The catalyst class is: 4.